This data is from Catalyst prediction with 721,799 reactions and 888 catalyst types from USPTO. The task is: Predict which catalyst facilitates the given reaction. (1) Reactant: [Li+].[OH-].[Br:3][C:4]1[C:12]2[C:7](=[CH:8][CH:9]=[C:10]([O:13][CH2:14][CH2:15][O:16][Si](C(C)(C)C)(C)C)[CH:11]=2)[NH:6][C:5]=1[C:24]([O:26]CC)=[O:25]. Product: [Br:3][C:4]1[C:12]2[C:7](=[CH:8][CH:9]=[C:10]([O:13][CH2:14][CH2:15][OH:16])[CH:11]=2)[NH:6][C:5]=1[C:24]([OH:26])=[O:25]. The catalyst class is: 36. (2) Reactant: [F:1][C:2]1[CH:7]=[CH:6][C:5]([S:8]([NH:11][C:12]2[CH:21]=[CH:20][C:19]3[CH2:18][CH2:17][CH2:16][C:15](=O)[C:14]=3[C:13]=2[C:23]([OH:25])=[O:24])(=[O:10])=[O:9])=[CH:4][CH:3]=1.[BH3-]C#[N:28].[Na+].C([O-])(=O)C.[NH4+]. Product: [NH2:28][CH:15]1[C:14]2[C:13]([C:23]([OH:25])=[O:24])=[C:12]([NH:11][S:8]([C:5]3[CH:6]=[CH:7][C:2]([F:1])=[CH:3][CH:4]=3)(=[O:10])=[O:9])[CH:21]=[CH:20][C:19]=2[CH2:18][CH2:17][CH2:16]1. The catalyst class is: 5.